Dataset: Reaction yield outcomes from USPTO patents with 853,638 reactions. Task: Predict the reaction yield, written as a fraction of the theoretical maximum amount of product (1.0 means a 100% yield; for example, 0.34 means a 34% yield). (1) The reactants are [NH:1]1[C:9]2[C:4](=[CH:5][C:6]([OH:10])=[CH:7][CH:8]=2)[CH:3]=[N:2]1.O[CH:12]1[CH2:17][CH2:16][N:15]([C:18]([O:20][C:21]([CH3:24])([CH3:23])[CH3:22])=[O:19])[CH2:14][CH2:13]1.C1(P(C2C=CC=CC=2)C2C=CC=CC=2)C=CC=CC=1.N(C(OCC)=O)=NC(OCC)=O. The catalyst is O1CCCC1. The product is [NH:1]1[C:9]2[C:4](=[CH:5][C:6]([O:10][CH:12]3[CH2:17][CH2:16][N:15]([C:18]([O:20][C:21]([CH3:24])([CH3:23])[CH3:22])=[O:19])[CH2:14][CH2:13]3)=[CH:7][CH:8]=2)[CH:3]=[N:2]1. The yield is 0.240. (2) The reactants are [C:1]([Si:5]([O:18][CH2:19][C:20]1[CH:25]=[CH:24][CH:23]=[CH:22][C:21]=1[CH2:26][S:27]([C:30]1[CH:35]=[CH:34][C:33]([Cl:36])=[CH:32][CH:31]=1)(=[O:29])=[O:28])([C:12]1[CH:17]=[CH:16][CH:15]=[CH:14][CH:13]=1)[C:6]1[CH:11]=[CH:10][CH:9]=[CH:8][CH:7]=1)([CH3:4])([CH3:3])[CH3:2].[Si:37]([O:54][CH2:55][CH2:56][CH2:57][CH2:58][CH2:59]O)([C:50]([CH3:53])([CH3:52])[CH3:51])([C:44]1C=CC=CC=1)[C:38]1C=CC=CC=1.C(C=P(CCCC)(CCCC)CCCC)#N.C(OCC)(=O)C. The catalyst is C1(C)C=CC=CC=1. The product is [C:50]([Si:37]([O:54][CH2:55][CH2:56][CH2:57][CH2:58][CH2:59][CH:26]([C:21]1[CH:22]=[CH:23][CH:24]=[CH:25][C:20]=1[CH2:19][O:18][Si:5]([C:1]([CH3:4])([CH3:2])[CH3:3])([C:6]1[CH:7]=[CH:8][CH:9]=[CH:10][CH:11]=1)[C:12]1[CH:17]=[CH:16][CH:15]=[CH:14][CH:13]=1)[S:27]([C:30]1[CH:35]=[CH:34][C:33]([Cl:36])=[CH:32][CH:31]=1)(=[O:28])=[O:29])([CH3:38])[CH3:44])([CH3:52])([CH3:53])[CH3:51]. The yield is 0.680. (3) The reactants are [Br:1][C:2]1[C:3]2[O:12][C:11]([CH:13]=O)=[CH:10][C:4]=2[C:5](=[O:9])[N:6]([CH3:8])[CH:7]=1.[N:15]1([C:22]([O:24][C:25]([CH3:28])([CH3:27])[CH3:26])=[O:23])[CH2:21][CH2:20][CH2:19][NH:18][CH2:17][CH2:16]1.CC(O)=O.C([BH3-])#N.[Na+]. The catalyst is CO.O. The product is [Br:1][C:2]1[C:3]2[O:12][C:11]([CH2:13][N:18]3[CH2:19][CH2:20][CH2:21][N:15]([C:22]([O:24][C:25]([CH3:28])([CH3:27])[CH3:26])=[O:23])[CH2:16][CH2:17]3)=[CH:10][C:4]=2[C:5](=[O:9])[N:6]([CH3:8])[CH:7]=1. The yield is 0.582. (4) The reactants are [NH2:1][C@H:2]1[CH2:6][CH2:5][N:4]([CH:7]2[CH2:12][CH2:11][N:10]([C:13]([O:15][CH2:16][C:17]3[CH:22]=[CH:21][CH:20]=[CH:19][CH:18]=3)=[O:14])[CH2:9][CH2:8]2)[C:3]1=[O:23].F[C:25]1[CH:30]=[CH:29][C:28]([S:31]([CH3:34])(=[O:33])=[O:32])=[CH:27][C:26]=1[F:35].C([O-])([O-])=O.[Na+].[Na+].O. The catalyst is CS(C)=O. The product is [F:35][C:26]1[CH:27]=[C:28]([S:31]([CH3:34])(=[O:33])=[O:32])[CH:29]=[CH:30][C:25]=1[NH:1][C@H:2]1[CH2:6][CH2:5][N:4]([CH:7]2[CH2:12][CH2:11][N:10]([C:13]([O:15][CH2:16][C:17]3[CH:22]=[CH:21][CH:20]=[CH:19][CH:18]=3)=[O:14])[CH2:9][CH2:8]2)[C:3]1=[O:23]. The yield is 0.420. (5) The reactants are Cl.[NH2:2][CH2:3][C:4]1[O:8][N:7]=[C:6]([CH3:9])[CH:5]=1.[Br:10][C:11]1[C:12]([NH:18][C:19]2[CH:23]=[C:22]([CH3:24])[NH:21][N:20]=2)=[N:13][C:14](Cl)=[N:15][CH:16]=1.C(N(CC)C(C)C)(C)C. The catalyst is C(O)CCC. The product is [Br:10][C:11]1[C:12]([NH:18][C:19]2[CH:23]=[C:22]([CH3:24])[NH:21][N:20]=2)=[N:13][C:14]([NH:2][CH2:3][C:4]2[O:8][N:7]=[C:6]([CH3:9])[CH:5]=2)=[N:15][CH:16]=1. The yield is 0.310. (6) The reactants are [Li+].[BH4-].[CH2:3]([O:10][N:11]1[C:17](=[O:18])[N:16]2[CH2:19][C@H:12]1[CH2:13][CH2:14][C@H:15]2[C:20](OCC)=[O:21])[C:4]1[CH:9]=[CH:8][CH:7]=[CH:6][CH:5]=1. The catalyst is CO. The product is [CH2:3]([O:10][N:11]1[C:17](=[O:18])[N:16]2[CH2:19][C@H:12]1[CH2:13][CH2:14][C@H:15]2[CH2:20][OH:21])[C:4]1[CH:5]=[CH:6][CH:7]=[CH:8][CH:9]=1. The yield is 0.880. (7) The reactants are CCN=C=NCCCN(C)C.[Cl:12][C:13]1[CH:14]=[C:15]2[C:20](=[CH:21][CH:22]=1)[CH:19]=[C:18]([S:23]([CH2:26][CH2:27][C:28]([OH:30])=O)(=[O:25])=[O:24])[CH:17]=[CH:16]2.C1C=CC2N(O)N=NC=2C=1.[N:41]1[CH:46]=[CH:45][C:44]([N:47]2[CH2:52][CH2:51][C:50](=[N:53][NH2:54])[CH2:49][CH2:48]2)=[CH:43][CH:42]=1. The catalyst is CN(C=O)C. The product is [Cl:12][C:13]1[CH:14]=[C:15]2[C:20](=[CH:21][CH:22]=1)[CH:19]=[C:18]([S:23]([CH2:26][CH2:27][C:28]([NH:54][NH:53][CH:50]1[CH2:49][CH2:48][N:47]([C:44]3[CH:43]=[CH:42][N:41]=[CH:46][CH:45]=3)[CH2:52][CH2:51]1)=[O:30])(=[O:24])=[O:25])[CH:17]=[CH:16]2. The yield is 0.160.